Dataset: Forward reaction prediction with 1.9M reactions from USPTO patents (1976-2016). Task: Predict the product of the given reaction. (1) Given the reactants O=C1C2C(=CC=CC=2)C(=O)[N:3]1[CH2:12][C:13]1[CH:40]=[CH:39][C:16]([C:17]([NH:19][C:20]2[CH:25]=[C:24]([C:26]3[S:27][CH:28]=[CH:29][CH:30]=3)[CH:23]=[CH:22][C:21]=2[NH:31][C:32](=[O:38])[O:33][C:34]([CH3:37])([CH3:36])[CH3:35])=[O:18])=[CH:15][CH:14]=1.NN, predict the reaction product. The product is: [NH2:3][CH2:12][C:13]1[CH:40]=[CH:39][C:16]([C:17]([NH:19][C:20]2[CH:25]=[C:24]([C:26]3[S:27][CH:28]=[CH:29][CH:30]=3)[CH:23]=[CH:22][C:21]=2[NH:31][C:32](=[O:38])[O:33][C:34]([CH3:35])([CH3:36])[CH3:37])=[O:18])=[CH:15][CH:14]=1. (2) Given the reactants ClC1N=NC(NS(CC2C=C(C#N)C=CC=2Cl)(=O)=O)=C(O)C=1.[Cl:23][C:24]1[CH:25]=[C:26]([CH2:31][S:32]([NH:35][C:36]2[C:41]([O:42]C)=[CH:40][C:39]([S:44]([CH2:47][CH3:48])(=[O:46])=[O:45])=[CH:38][N:37]=2)(=[O:34])=[O:33])[CH:27]=[C:28]([Cl:30])[CH:29]=1.ClC1N=NC(NS(CC2C=C(C#N)C=CC=2Cl)(=O)=O)=C(OC)C=1, predict the reaction product. The product is: [Cl:23][C:24]1[CH:25]=[C:26]([CH2:31][S:32]([NH:35][C:36]2[C:41]([OH:42])=[CH:40][C:39]([S:44]([CH2:47][CH3:48])(=[O:46])=[O:45])=[CH:38][N:37]=2)(=[O:33])=[O:34])[CH:27]=[C:28]([Cl:30])[CH:29]=1. (3) Given the reactants [CH:1]1([CH2:4][N:5]([CH2:45][CH:46]2[CH2:48][CH2:47]2)[C:6]2[N:11]=[C:10]3[N:12]([C:16]([CH3:19])([CH3:18])[CH3:17])[N:13]=[C:14]([CH3:15])[C:9]3=[CH:8][C:7]=2[CH2:20][N:21]([CH2:30][C:31]2[CH:36]=[C:35]([C:37]([F:40])([F:39])[F:38])[CH:34]=[C:33]([C:41]([F:44])([F:43])[F:42])[CH:32]=2)[C:22]2[N:27]=[CH:26][C:25]([C:28]#[N:29])=[CH:24][N:23]=2)[CH2:3][CH2:2]1.[OH-:49].[K+].OO, predict the reaction product. The product is: [CH:1]1([CH2:4][N:5]([CH2:45][CH:46]2[CH2:48][CH2:47]2)[C:6]2[N:11]=[C:10]3[N:12]([C:16]([CH3:17])([CH3:18])[CH3:19])[N:13]=[C:14]([CH3:15])[C:9]3=[CH:8][C:7]=2[CH2:20][N:21]([CH2:30][C:31]2[CH:36]=[C:35]([C:37]([F:40])([F:39])[F:38])[CH:34]=[C:33]([C:41]([F:43])([F:44])[F:42])[CH:32]=2)[C:22]2[N:27]=[CH:26][C:25]([C:28]([NH2:29])=[O:49])=[CH:24][N:23]=2)[CH2:2][CH2:3]1. (4) Given the reactants [C:1]([C:5]1[O:9][N:8]=[C:7]([NH:10][C:11]([NH:13][C:14]2[CH:19]=[CH:18][CH:17]=[C:16]([SH:20])[CH:15]=2)=[O:12])[CH:6]=1)([CH3:4])([CH3:3])[CH3:2].[H-].[Na+].Cl[C:24]1[C:33]2[C:28](=[CH:29][C:30]([O:36][CH2:37][CH2:38][Cl:39])=[C:31]([O:34][CH3:35])[CH:32]=2)[N:27]=[CH:26][N:25]=1, predict the reaction product. The product is: [C:1]([C:5]1[O:9][N:8]=[C:7]([NH:10][C:11]([NH:13][C:14]2[CH:19]=[CH:18][CH:17]=[C:16]([S:20][C:24]3[C:33]4[C:28](=[CH:29][C:30]([O:36][CH2:37][CH2:38][Cl:39])=[C:31]([O:34][CH3:35])[CH:32]=4)[N:27]=[CH:26][N:25]=3)[CH:15]=2)=[O:12])[CH:6]=1)([CH3:4])([CH3:2])[CH3:3]. (5) Given the reactants [Cl:1][C:2]1[C:10]2[CH:9]=[C:8]([C:11](=[O:14])[CH2:12][CH3:13])[S:7][C:6]=2[CH:5]=[CH:4][CH:3]=1.[Br-:15].[Br-].[Br-].C1([N+](C)(C)C)C=CC=CC=1.C1([N+](C)(C)C)C=CC=CC=1.C1([N+](C)(C)C)C=CC=CC=1, predict the reaction product. The product is: [Br:15][CH:12]([CH3:13])[C:11]([C:8]1[S:7][C:6]2[CH:5]=[CH:4][CH:3]=[C:2]([Cl:1])[C:10]=2[CH:9]=1)=[O:14].